Task: Predict which catalyst facilitates the given reaction.. Dataset: Catalyst prediction with 721,799 reactions and 888 catalyst types from USPTO (1) Reactant: [C:1]([C:3]1[C:4]([CH2:12][C:13]([O:15][CH2:16][CH3:17])=[O:14])=[N:5][C:6](S(C)=O)=[N:7][CH:8]=1)#[N:2].[F:18][C:19]([F:29])([C:22]1[CH:27]=[CH:26][CH:25]=[CH:24][N+:23]=1[O-:28])[CH2:20][NH2:21]. Product: [C:1]([C:3]1[C:4]([CH2:12][C:13]([O:15][CH2:16][CH3:17])=[O:14])=[N:5][C:6]([NH:21][CH2:20][C:19]([F:29])([F:18])[C:22]2[CH:27]=[CH:26][CH:25]=[CH:24][N+:23]=2[O-:28])=[N:7][CH:8]=1)#[N:2]. The catalyst class is: 2. (2) Reactant: [C:1]([O:5][C:6]([NH:8][C:9]([CH3:17])([CH3:16])[CH2:10]/[CH:11]=[CH:12]/[C:13]([OH:15])=[O:14])=[O:7])([CH3:4])(C)C.FC(F)(F)C(O)=O.C(=O)([O-])ON1C(=O)CC(C[C:34]2[C:46]3C[C:44]4[C:39](=[CH:40][CH:41]=[CH:42][CH:43]=4)[C:38]=3[CH:37]=[CH:36][CH:35]=2)C1=O. Product: [CH:43]1[C:44]2[CH:4]([CH2:1][O:5][C:6]([NH:8][C:9]([CH3:16])([CH3:17])[CH2:10]/[CH:11]=[CH:12]/[C:13]([OH:15])=[O:14])=[O:7])[C:46]3[C:38](=[CH:37][CH:36]=[CH:35][CH:34]=3)[C:39]=2[CH:40]=[CH:41][CH:42]=1. The catalyst class is: 4. (3) Product: [OH:2][CH2:3][C:4]1[NH:5][C:6]([C:10]2[C:11]([CH3:21])=[CH:12][C:13]([CH3:20])=[C:14]([CH:19]=2)[C:15]([OH:17])=[O:16])=[C:7]([CH3:9])[N:8]=1. The catalyst class is: 201. Reactant: C[O:2][CH2:3][C:4]1[NH:5][C:6]([C:10]2[C:11]([CH3:21])=[CH:12][C:13]([CH3:20])=[C:14]([CH:19]=2)[C:15]([O:17]C)=[O:16])=[C:7]([CH3:9])[N:8]=1. (4) Reactant: [CH3:1][N:2]1[CH2:7][CH2:6][NH:5][CH2:4][CH2:3]1.Cl[C:9]1[N:14]=[C:13]([CH3:15])[C:12]([CH:16]([CH2:21][CH2:22][CH3:23])[C:17]([O:19][CH3:20])=[O:18])=[C:11]([C:24]2[CH:29]=[CH:28][C:27]([CH3:30])=[CH:26][CH:25]=2)[N:10]=1. Product: [CH3:15][C:13]1[C:12]([CH:16]([CH2:21][CH2:22][CH3:23])[C:17]([O:19][CH3:20])=[O:18])=[C:11]([C:24]2[CH:29]=[CH:28][C:27]([CH3:30])=[CH:26][CH:25]=2)[N:10]=[C:9]([N:5]2[CH2:6][CH2:7][N:2]([CH3:1])[CH2:3][CH2:4]2)[N:14]=1. The catalyst class is: 7. (5) Reactant: [CH3:1][O:2][C:3]1[CH:8]=[CH:7][CH:6]=[C:5]([CH2:9][N:10]2[CH2:15][CH2:14][O:13][CH2:12][CH2:11]2)[C:4]=1[OH:16].C(=O)([O-])[O-].[Cs+].[Cs+].Br[CH2:24][CH2:25][CH2:26][CH2:27][CH2:28][S:29][C:30]1[C:39]2[C:34](=[CH:35][C:36]([C:40]([F:43])([F:42])[F:41])=[CH:37][CH:38]=2)[N:33]=[CH:32][CH:31]=1. Product: [CH3:1][O:2][C:3]1[CH:8]=[CH:7][CH:6]=[C:5]([CH2:9][N:10]2[CH2:11][CH2:12][O:13][CH2:14][CH2:15]2)[C:4]=1[O:16][CH2:24][CH2:25][CH2:26][CH2:27][CH2:28][S:29][C:30]1[C:39]2[C:34](=[CH:35][C:36]([C:40]([F:43])([F:41])[F:42])=[CH:37][CH:38]=2)[N:33]=[CH:32][CH:31]=1. The catalyst class is: 3.